This data is from Forward reaction prediction with 1.9M reactions from USPTO patents (1976-2016). The task is: Predict the product of the given reaction. (1) Given the reactants [CH3:1][N:2]([CH2:19][C:20]1[O:21][C:22]2[CH:29]=[CH:28][CH:27]=[CH:26][C:23]=2[C:24]=1[CH3:25])[C:3](=[O:18])/[CH:4]=[CH:5]/[C:6]1[CH:17]=[N:16][C:9]2[NH:10][C:11](=[O:15])[CH2:12][NH:13][CH2:14][C:8]=2[CH:7]=1.[ClH:30], predict the reaction product. The product is: [ClH:30].[CH3:1][N:2]([CH2:19][C:20]1[O:21][C:22]2[CH:29]=[CH:28][CH:27]=[CH:26][C:23]=2[C:24]=1[CH3:25])[C:3](=[O:18])/[CH:4]=[CH:5]/[C:6]1[CH:17]=[N:16][C:9]2[NH:10][C:11](=[O:15])[CH2:12][NH:13][CH2:14][C:8]=2[CH:7]=1. (2) The product is: [F:23][C:19]1[CH:18]=[C:17]([CH:22]=[CH:21][CH:20]=1)[CH2:16][N:11]1[C:12]2[C:8](=[CH:7][C:6]([N+:3]([O-:5])=[O:4])=[CH:14][CH:13]=2)[CH:9]=[N:10]1. Given the reactants [H-].[Na+].[N+:3]([C:6]1[CH:7]=[C:8]2[C:12](=[CH:13][CH:14]=1)[NH:11][N:10]=[CH:9]2)([O-:5])=[O:4].Br[CH2:16][C:17]1[CH:22]=[CH:21][CH:20]=[C:19]([F:23])[CH:18]=1, predict the reaction product. (3) Given the reactants [CH2:1]([O:8][C@@H:9]([C@@H:42]([OH:44])[CH3:43])[C@@H:10]([CH2:33][C:34]1[CH:39]=[CH:38][C:37]([F:40])=[CH:36][C:35]=1[F:41])[CH2:11][CH2:12][CH2:13][C@H:14]([NH:25][C:26]([O:28][C:29]([CH3:32])([CH3:31])[CH3:30])=[O:27])[C:15]([O:17]CC1C=CC=CC=1)=[O:16])[C:2]1[CH:7]=[CH:6][CH:5]=[CH:4][CH:3]=1.C1COCC1.O.O[Li].O, predict the reaction product. The product is: [CH2:1]([O:8][C@@H:9]([C@@H:42]([OH:44])[CH3:43])[C@@H:10]([CH2:33][C:34]1[CH:39]=[CH:38][C:37]([F:40])=[CH:36][C:35]=1[F:41])[CH2:11][CH2:12][CH2:13][C@H:14]([NH:25][C:26]([O:28][C:29]([CH3:31])([CH3:32])[CH3:30])=[O:27])[C:15]([OH:17])=[O:16])[C:2]1[CH:3]=[CH:4][CH:5]=[CH:6][CH:7]=1. (4) Given the reactants [OH:1][C:2]1[CH:3]=[C:4]2[C:9](=[CH:10][CH:11]=1)[C:8]([C:12]([OH:14])=[O:13])=[CH:7][CH:6]=[CH:5]2.OS(O)(=O)=O.[CH3:20][CH2:21]O, predict the reaction product. The product is: [OH:1][C:2]1[CH:3]=[C:4]2[C:9](=[CH:10][CH:11]=1)[C:8]([C:12]([O:14][CH2:20][CH3:21])=[O:13])=[CH:7][CH:6]=[CH:5]2.